This data is from Reaction yield outcomes from USPTO patents with 853,638 reactions. The task is: Predict the reaction yield, written as a fraction of the theoretical maximum amount of product (1.0 means a 100% yield; for example, 0.34 means a 34% yield). (1) The reactants are C(OC([N:11]1[CH2:17][CH:16]2[N:18]([C:19]([C:21]3[CH:22]=[N:23][C:24]([NH:27][C:28]4[N:29]=[CH:30][C:31]5[CH:36]=[C:35]([C:37](=[O:41])[N:38]([CH3:40])[CH3:39])[N:34]([CH:42]6[CH2:46][CH2:45][CH2:44][CH2:43]6)[C:32]=5[N:33]=4)=[CH:25][CH:26]=3)=[O:20])[CH:13]([CH2:14][CH2:15]2)[CH2:12]1)=O)C1C=CC=CC=1. The catalyst is [Pd]. The product is [CH3:39][N:38]([CH3:40])[C:37]([C:35]1[N:34]([CH:42]2[CH2:46][CH2:45][CH2:44][CH2:43]2)[C:32]2[N:33]=[C:28]([NH:27][C:24]3[CH:25]=[CH:26][C:21]([C:19]([N:18]4[CH:16]5[CH2:15][CH2:14][CH:13]4[CH2:12][NH:11][CH2:17]5)=[O:20])=[CH:22][N:23]=3)[N:29]=[CH:30][C:31]=2[CH:36]=1)=[O:41]. The yield is 0.600. (2) The reactants are [C:1]([O:5][C:6]([N:8]1[CH2:13][CH2:12][N:11]2[CH:14]=[CH:15][CH:16]=[C:10]2[CH:9]1[CH3:17])=[O:7])([CH3:4])([CH3:3])[CH3:2].[CH2:18]([N:20](CC)CC)C.C1(C)C=CC=CC=1. No catalyst specified. The product is [C:1]([O:5][C:6]([N:8]1[CH2:13][CH2:12][N:11]2[C:14]([C:18]#[N:20])=[CH:15][CH:16]=[C:10]2[CH:9]1[CH3:17])=[O:7])([CH3:4])([CH3:2])[CH3:3]. The yield is 0.410. (3) The reactants are Cl[C:2]1[CH:7]=[CH:6][N:5]=[C:4]([NH:8][C:9]2[CH:14]=[CH:13][CH:12]=[C:11]([Cl:15])[CH:10]=2)[N:3]=1.C(N(C(C)C)CC)(C)C.[O:25]1[CH2:30][CH2:29][N:28]([CH2:31][CH2:32][CH2:33][NH2:34])[CH2:27][CH2:26]1. The catalyst is C1COCC1. The product is [Cl:15][C:11]1[CH:10]=[C:9]([NH:8][C:4]2[N:3]=[C:2]([NH:34][CH2:33][CH2:32][CH2:31][N:28]3[CH2:29][CH2:30][O:25][CH2:26][CH2:27]3)[CH:7]=[CH:6][N:5]=2)[CH:14]=[CH:13][CH:12]=1. The yield is 0.410. (4) The reactants are [Li+].[CH3:2][CH:3]([N-:5][CH:6]([CH3:8])[CH3:7])[CH3:4].I[C:10]1[CH:16]=[CH:15][C:13]([NH2:14])=[CH:12][CH:11]=1.[C:17]([O-:20])([O-])=O.[K+].[K+]. The catalyst is C1C=CC(P(C2C=CC=CC=2)[C-]2C=CC=C2)=CC=1.C1C=CC(P(C2C=CC=CC=2)[C-]2C=CC=C2)=CC=1.Cl[Pd]Cl.[Fe+2].CN(C=O)C. The product is [NH2:14][C:13]1[CH:15]=[CH:16][C:10]([C:11]2[N:5]([CH:6]3[CH2:8][CH2:7]3)[C:3]3[C:4]([C:12]=2[C:13]#[N:14])=[CH:10][CH:16]=[C:15]([O:20][CH3:17])[CH:2]=3)=[CH:11][CH:12]=1. The yield is 0.750.